This data is from Forward reaction prediction with 1.9M reactions from USPTO patents (1976-2016). The task is: Predict the product of the given reaction. (1) Given the reactants Br[C:2]1[CH:3]=[C:4]([C:17]2[CH:18]=[N:19][CH:20]=[CH:21][CH:22]=2)[C:5]2[S:9][C:8]([NH:10][C:11]([NH:13][CH2:14][CH3:15])=[O:12])=[N:7][C:6]=2[CH:16]=1.C([Sn](CCCC)(CCCC)[C:28]1[CH:33]=[CH:32][CH:31]=[CH:30][N:29]=1)CCC, predict the reaction product. The product is: [CH2:14]([NH:13][C:11]([NH:10][C:8]1[S:9][C:5]2[C:4]([C:17]3[CH:18]=[N:19][CH:20]=[CH:21][CH:22]=3)=[CH:3][C:2]([C:28]3[CH:33]=[CH:32][CH:31]=[CH:30][N:29]=3)=[CH:16][C:6]=2[N:7]=1)=[O:12])[CH3:15]. (2) Given the reactants COC1C=CC=CC=1C(Cl)=O.[CH3:12][O:13][C:14]1[CH:15]=[C:16]2[C:21](=[CH:22][C:23]=1[O:24][CH3:25])[N:20]=[CH:19][CH:18]=[C:17]2[O:26][C:27]1[CH:33]=[CH:32][C:30]([NH2:31])=[CH:29][C:28]=1[F:34].[CH3:35][O:36][C:37]1[CH:42]=[CH:41][CH:40]=[CH:39][C:38]=1[C:43]([N:45]=[C:46]=[S:47])=[O:44], predict the reaction product. The product is: [CH3:35][O:36][C:37]1[CH:42]=[CH:41][CH:40]=[CH:39][C:38]=1[C:43]([N:45]=[C:46]=[S:47])=[O:44].[CH3:12][O:13][C:14]1[CH:15]=[C:16]2[C:21](=[CH:22][C:23]=1[O:24][CH3:25])[N:20]=[CH:19][CH:18]=[C:17]2[O:26][C:27]1[CH:33]=[CH:32][C:30]([NH:31][C:46]([NH:45][C:43](=[O:44])[C:38]2[CH:39]=[CH:40][CH:41]=[CH:42][C:37]=2[O:36][CH3:35])=[S:47])=[CH:29][C:28]=1[F:34]. (3) Given the reactants [CH2:1]([O:5][C:6]1[C:18]([F:19])=[C:17]2[C:9]([C:10]3[CH:11]=[CH:12][C:13]([OH:21])=[C:14]([F:20])[C:15]=3[CH2:16]2)=[CH:8][CH:7]=1)[CH2:2][CH2:3][CH3:4].Br[CH2:23][CH2:24][CH3:25].C(=O)([O-])[O-].[K+].[K+], predict the reaction product. The product is: [CH2:1]([O:5][C:6]1[CH:7]=[CH:8][C:9]2[C:10]3[C:15](=[C:14]([F:20])[C:13]([O:21][CH2:23][CH2:24][CH3:25])=[CH:12][CH:11]=3)[CH2:16][C:17]=2[C:18]=1[F:19])[CH2:2][CH2:3][CH3:4]. (4) The product is: [C:10]1([N:9]([CH2:17][C:18]2[CH:27]=[CH:26][C:21]([C:22]([O:24][CH3:25])=[O:23])=[CH:20][CH:19]=2)[C:3]2[CH:4]=[CH:5][CH:6]=[CH:7][CH:8]=2)[CH:11]=[CH:12][CH:13]=[CH:14][CH:15]=1. Given the reactants [H-].[Na+].[C:3]1([NH:9][C:10]2[CH:15]=[CH:14][CH:13]=[CH:12][CH:11]=2)[CH:8]=[CH:7][CH:6]=[CH:5][CH:4]=1.Br[CH2:17][C:18]1[CH:27]=[CH:26][C:21]([C:22]([O:24][CH3:25])=[O:23])=[CH:20][CH:19]=1, predict the reaction product. (5) Given the reactants FC(F)(F)S(O[C:7]1[CH:16]=[CH:15][C:14]2[C:9](=[C:10]([CH2:18][CH2:19][C:20]34[CH2:27][CH2:26][C:23]([NH:28][C:29]([O:31][C:32]([CH3:35])([CH3:34])[CH3:33])=[O:30])([CH2:24][CH2:25]3)[CH2:22][O:21]4)[C:11]([F:17])=[CH:12][N:13]=2)[N:8]=1)(=O)=O.[CH3:38][O:39][C:40]1[CH:47]=[CH:46][C:43]([CH2:44][NH2:45])=[CH:42][CH:41]=1, predict the reaction product. The product is: [F:17][C:11]1[CH:12]=[N:13][C:14]2[C:9]([C:10]=1[CH2:18][CH2:19][C:20]13[CH2:25][CH2:24][C:23]([NH:28][C:29](=[O:30])[O:31][C:32]([CH3:35])([CH3:33])[CH3:34])([CH2:26][CH2:27]1)[CH2:22][O:21]3)=[N:8][C:7]([NH:45][CH2:44][C:43]1[CH:46]=[CH:47][C:40]([O:39][CH3:38])=[CH:41][CH:42]=1)=[CH:16][CH:15]=2.